Dataset: Catalyst prediction with 721,799 reactions and 888 catalyst types from USPTO. Task: Predict which catalyst facilitates the given reaction. (1) Reactant: [Cl:1][C:2]1[CH:3]=[C:4]([N:10]([CH2:27][C:28]2[CH:33]=[CH:32][CH:31]=[CH:30][C:29]=2[C:34]([F:37])([F:36])[F:35])[C@H:11]2[CH2:15][CH2:14][N:13]([CH2:16][C:17]3[CH:18]=[C:19]([CH:24]=[CH:25][CH:26]=3)[C:20]([O:22]C)=[O:21])[CH2:12]2)[CH:5]=[CH:6][C:7]=1[C:8]#[N:9].CCO.[OH-].[Na+].Cl. Product: [Cl:1][C:2]1[CH:3]=[C:4]([N:10]([CH2:27][C:28]2[CH:33]=[CH:32][CH:31]=[CH:30][C:29]=2[C:34]([F:36])([F:35])[F:37])[C@H:11]2[CH2:15][CH2:14][N:13]([CH2:16][C:17]3[CH:18]=[C:19]([CH:24]=[CH:25][CH:26]=3)[C:20]([OH:22])=[O:21])[CH2:12]2)[CH:5]=[CH:6][C:7]=1[C:8]#[N:9]. The catalyst class is: 6. (2) Reactant: [CH:1]1([S:4]([C:7]2[CH:12]=[CH:11][C:10]([CH:13]([O:34][C@@H:35]3[CH2:39][CH2:38][O:37][CH2:36]3)[C:14]([NH:16][C:17]3[S:18][C:19]([O:22][C:23]4[CH:24]=[CH:25][C:26]([CH3:33])=[C:27]([CH:32]=4)[C:28]([O:30]C)=[O:29])=[CH:20][N:21]=3)=[O:15])=[CH:9][CH:8]=2)(=[O:6])=[O:5])[CH2:3][CH2:2]1.[Li+].[OH-]. Product: [CH:1]1([S:4]([C:7]2[CH:12]=[CH:11][C:10]([CH:13]([O:34][C@@H:35]3[CH2:39][CH2:38][O:37][CH2:36]3)[C:14]([NH:16][C:17]3[S:18][C:19]([O:22][C:23]4[CH:24]=[CH:25][C:26]([CH3:33])=[C:27]([CH:32]=4)[C:28]([OH:30])=[O:29])=[CH:20][N:21]=3)=[O:15])=[CH:9][CH:8]=2)(=[O:6])=[O:5])[CH2:2][CH2:3]1. The catalyst class is: 36. (3) Reactant: [CH2:1]([O:3][C:4](=[O:14])[C:5]([C:8]1[N:9]=[C:10]([NH2:13])[S:11][CH:12]=1)([CH3:7])[CH3:6])[CH3:2].[Cl:15]NC(=O)CCC(N)=O. Product: [CH2:1]([O:3][C:4](=[O:14])[C:5]([C:8]1[N:9]=[C:10]([NH2:13])[S:11][C:12]=1[Cl:15])([CH3:7])[CH3:6])[CH3:2]. The catalyst class is: 10. (4) Reactant: C1C(C(O)=[O:8])=CC2C(OC3(C4C=CC(O)=CC=4OC4C=C(O)C=CC3=4)C=2C=1)=O.ON1C(=O)CCC1=O.[CH:37]1([N:43]=[C:44]=[N:45][CH:46]2[CH2:51][CH2:50][CH2:49][CH2:48][CH2:47]2)[CH2:42][CH2:41][CH2:40][CH2:39][CH2:38]1. Product: [C:44]([NH:43][CH:37]1[CH2:38][CH2:39][CH2:40][CH2:41][CH2:42]1)([NH:45][CH:46]1[CH2:51][CH2:50][CH2:49][CH2:48][CH2:47]1)=[O:8]. The catalyst class is: 9. (5) Reactant: [F:1][C:2]1[CH:3]=[C:4]2[C:9](=[CH:10][CH:11]=1)[N:8]=[C:7]([CH:12]([NH:14][C:15](=[O:21])[O:16][C:17]([CH3:20])([CH3:19])[CH3:18])[CH3:13])[C:6]([C:22]1[CH:27]=[CH:26][CH:25]=[CH:24][CH:23]=1)=[C:5]2[CH2:28][OH:29].CCN(CC)CC.[CH3:37][S:38](Cl)(=[O:40])=[O:39]. Product: [CH3:37][S:38]([O:29][CH2:28][C:5]1[C:4]2[C:9](=[CH:10][CH:11]=[C:2]([F:1])[CH:3]=2)[N:8]=[C:7]([CH:12]([NH:14][C:15]([O:16][C:17]([CH3:19])([CH3:20])[CH3:18])=[O:21])[CH3:13])[C:6]=1[C:22]1[CH:23]=[CH:24][CH:25]=[CH:26][CH:27]=1)(=[O:40])=[O:39]. The catalyst class is: 2. (6) Reactant: [C:1]([N:5]1[C:9]2[N:10]=[C:11]([NH:13][C:14](=[O:22])[C:15]3[CH:20]=[CH:19][C:18]([CH3:21])=[CH:17][CH:16]=3)[S:12][C:8]=2[C:7]([C:23](O)=[O:24])=[CH:6]1)([CH3:4])([CH3:3])[CH3:2].Cl.[S:27]1[CH:31]=[CH:30][N:29]=[C:28]1[CH2:32][NH2:33].ON1C2N=CC=CC=2N=N1.Cl.CN(C)CCCN=C=NCC.CN1CCOCC1. Product: [S:27]1[CH:31]=[CH:30][N:29]=[C:28]1[CH2:32][NH:33][C:23]([C:7]1[C:8]2[S:12][C:11]([NH:13][C:14](=[O:22])[C:15]3[CH:16]=[CH:17][C:18]([CH3:21])=[CH:19][CH:20]=3)=[N:10][C:9]=2[N:5]([C:1]([CH3:3])([CH3:4])[CH3:2])[CH:6]=1)=[O:24]. The catalyst class is: 145. (7) Reactant: [CH2:1]([O:5][C:6]1[CH:11]=[C:10](Cl)[N:9]=[CH:8][N:7]=1)[C:2]#[C:3][CH3:4].C(=O)([O-])[O-].Cl.[CH3:18][C:19]1([CH3:27])[CH2:24][C:23]([CH3:26])([CH3:25])[CH2:22][NH:21][CH2:20]1.[Cl-].[NH4+]. Product: [CH2:1]([O:5][C:6]1[CH:11]=[C:10]([N:21]2[CH2:22][C:23]([CH3:26])([CH3:25])[CH2:24][C:19]([CH3:27])([CH3:18])[CH2:20]2)[N:9]=[CH:8][N:7]=1)[C:2]#[C:3][CH3:4]. The catalyst class is: 10. (8) Product: [CH:55]1[C:54]2[N:53]([CH2:52][CH2:51][CH2:50][CH2:49][O:48][C:46]3[CH:47]=[C:42]([CH:43]=[C:44]([O:84][CH2:85][CH2:86][CH2:87][CH2:88][N:89]4[C:90]5[CH:91]=[CH:92][CH:93]=[CH:94][C:95]=5[C:96]5[C:101]4=[CH:100][CH:99]=[CH:98][CH:97]=5)[C:45]=3[O:66][CH2:67][CH2:68][CH2:69][CH2:70][N:71]3[C:83]4[CH:82]=[CH:81][CH:80]=[CH:79][C:78]=4[C:77]4[C:72]3=[CH:73][CH:74]=[CH:75][CH:76]=4)[CH2:41][O:40][C:38]3[CH:37]=[C:32]([CH2:33][OH:34])[CH:31]=[C:30]([O:29][CH2:28][C:27]4[CH:26]=[C:25]([O:24][CH2:23][CH2:22][CH2:21][CH2:20][N:18]5[C:17]6[CH:16]=[CH:15][CH:14]=[CH:13][C:12]=6[C:11]6[C:19]5=[CH:7][CH:8]=[CH:9][CH:10]=6)[C:104]([O:105][CH2:106][CH2:107][CH2:108][CH2:109][N:110]5[C:122]6[CH:121]=[CH:120][CH:119]=[CH:118][C:117]=6[C:116]6[C:111]5=[CH:112][CH:113]=[CH:114][CH:115]=6)=[C:103]([O:123][CH2:124][CH2:125][CH2:126][CH2:127][N:128]5[C:129]6[CH:130]=[CH:131][CH:132]=[CH:133][C:134]=6[C:135]6[C:140]5=[CH:139][CH:138]=[CH:137][CH:136]=6)[CH:102]=4)[CH:39]=3)[C:65]3[C:60](=[CH:61][CH:62]=[CH:63][CH:64]=3)[C:59]=2[CH:58]=[CH:57][CH:56]=1. The catalyst class is: 1. Reactant: [H-].[H-].[H-].[H-].[Li+].[Al+3].[CH:7]1[C:19]2[N:18]([CH2:20][CH2:21][CH2:22][CH2:23][O:24][C:25]3[CH:26]=[C:27]([CH:102]=[C:103]([O:123][CH2:124][CH2:125][CH2:126][CH2:127][N:128]4[C:140]5[CH:139]=[CH:138][CH:137]=[CH:136][C:135]=5[C:134]5[C:129]4=[CH:130][CH:131]=[CH:132][CH:133]=5)[C:104]=3[O:105][CH2:106][CH2:107][CH2:108][CH2:109][N:110]3[C:122]4[CH:121]=[CH:120][CH:119]=[CH:118][C:117]=4[C:116]4[C:111]3=[CH:112][CH:113]=[CH:114][CH:115]=4)[CH2:28][O:29][C:30]3[CH:31]=[C:32]([CH:37]=[C:38]([O:40][CH2:41][C:42]4[CH:47]=[C:46]([O:48][CH2:49][CH2:50][CH2:51][CH2:52][N:53]5[C:65]6[CH:64]=[CH:63][CH:62]=[CH:61][C:60]=6[C:59]6[C:54]5=[CH:55][CH:56]=[CH:57][CH:58]=6)[C:45]([O:66][CH2:67][CH2:68][CH2:69][CH2:70][N:71]5[C:83]6[CH:82]=[CH:81][CH:80]=[CH:79][C:78]=6[C:77]6[C:72]5=[CH:73][CH:74]=[CH:75][CH:76]=6)=[C:44]([O:84][CH2:85][CH2:86][CH2:87][CH2:88][N:89]5[C:101]6[CH:100]=[CH:99][CH:98]=[CH:97][C:96]=6[C:95]6[C:90]5=[CH:91][CH:92]=[CH:93][CH:94]=6)[CH:43]=4)[CH:39]=3)[C:33](OC)=[O:34])[C:17]3[C:12](=[CH:13][CH:14]=[CH:15][CH:16]=3)[C:11]=2[CH:10]=[CH:9][CH:8]=1.[OH-].[Na+]. (9) Reactant: [H-].[Na+].[C:3]([C:7]([C:10]([C:13]([CH2:16][OH:17])([F:15])[F:14])([F:12])[F:11])([F:9])[F:8])([F:6])([F:5])[F:4].[OH-:18].[Na+].Cl.[OH2:21]. Product: [C:3]([C:7]([C:10]([C:13]([CH2:16][O:17][C:7]([C:10]([OH:21])=[O:18])([C:3]([F:6])([F:5])[F:4])[F:8])([F:14])[F:15])([F:11])[F:12])([F:9])[F:8])([F:6])([F:5])[F:4]. The catalyst class is: 1. (10) Reactant: [C:1]([NH:4][C:5]1[CH:6]=[C:7]([C:11]2[C:23]3[C:22]4[CH2:21][CH2:20][N:19](C(OC(C)(C)C)=O)[CH2:18][C:17]=4[CH:16]=[N:15][C:14]=3[NH:13][N:12]=2)[CH:8]=[CH:9][CH:10]=1)(=[O:3])[CH3:2].[F:31][C:32]([F:37])([F:36])[C:33]([OH:35])=[O:34].C1(C)C=CC=CC=1. Product: [F:31][C:32]([F:37])([F:36])[C:33]([O-:35])=[O:34].[C:1]([NH:4][C:5]1[CH:6]=[C:7]([C:11]2[C:23]3[C:22]4[CH2:21][CH2:20][NH2+:19][CH2:18][C:17]=4[CH:16]=[N:15][C:14]=3[NH:13][N:12]=2)[CH:8]=[CH:9][CH:10]=1)(=[O:3])[CH3:2]. The catalyst class is: 4.